From a dataset of Peptide-MHC class I binding affinity with 185,985 pairs from IEDB/IMGT. Regression. Given a peptide amino acid sequence and an MHC pseudo amino acid sequence, predict their binding affinity value. This is MHC class I binding data. (1) The MHC is HLA-B27:03 with pseudo-sequence HLA-B27:03. The binding affinity (normalized) is 0.0847. The peptide sequence is LTDEQKNAV. (2) The peptide sequence is YQYIFLSFF. The MHC is HLA-B57:01 with pseudo-sequence HLA-B57:01. The binding affinity (normalized) is 0.0847. (3) The peptide sequence is ESKLNREKV. The MHC is H-2-Db with pseudo-sequence H-2-Db. The binding affinity (normalized) is 0.0641.